This data is from Forward reaction prediction with 1.9M reactions from USPTO patents (1976-2016). The task is: Predict the product of the given reaction. The product is: [ClH:1].[CH3:2][C:3]1([CH2:16][C:17]([N:18]2[CH2:19][CH2:20][C:21]3([CH:23]([CH2:24][NH:25][C:26]([N:28]4[CH2:36][C:35]5[CH:34]=[CH:33][N:32]=[CH:31][C:30]=5[CH2:29]4)=[O:27])[CH2:22]3)[CH2:37][CH2:38]2)=[O:39])[CH2:4][CH2:5][NH:6][CH2:7][CH2:8]1. Given the reactants [ClH:1].[CH3:2][C:3]1([CH2:16][C:17](=[O:39])[N:18]2[CH2:38][CH2:37][C:21]3([CH:23]([CH2:24][NH:25][C:26]([N:28]4[CH2:36][C:35]5[CH:34]=[CH:33][N:32]=[CH:31][C:30]=5[CH2:29]4)=[O:27])[CH2:22]3)[CH2:20][CH2:19]2)[CH2:8][CH2:7][N:6](C(OC(C)(C)C)=O)[CH2:5][CH2:4]1, predict the reaction product.